Predict the product of the given reaction. From a dataset of Forward reaction prediction with 1.9M reactions from USPTO patents (1976-2016). (1) Given the reactants [CH2:1]([N:8]1[C:16]2[C:11](=[N:12][C:13](Cl)=[CH:14][CH:15]=2)[CH:10]=[C:9]1[C:18]1[CH:22]=[CH:21][S:20][CH:19]=1)[C:2]1[CH:7]=[CH:6][CH:5]=[CH:4][CH:3]=1.[NH:23]([C:32]([O:34][C:35]([CH3:38])([CH3:37])[CH3:36])=[O:33])[NH:24][C:25]([O:27][C:28]([CH3:31])([CH3:30])[CH3:29])=[O:26].C([O-])([O-])=O.[Cs+].[Cs+], predict the reaction product. The product is: [CH2:1]([N:8]1[C:16]2[C:11](=[N:12][C:13]([N:23]([C:32]([O:34][C:35]([CH3:38])([CH3:37])[CH3:36])=[O:33])[NH:24][C:25]([O:27][C:28]([CH3:29])([CH3:30])[CH3:31])=[O:26])=[CH:14][CH:15]=2)[CH:10]=[C:9]1[C:18]1[CH:22]=[CH:21][S:20][CH:19]=1)[C:2]1[CH:7]=[CH:6][CH:5]=[CH:4][CH:3]=1. (2) Given the reactants [C:1]([C:3]1([C:7]2[CH:8]=[C:9]([CH:13]=[CH:14][CH:15]=2)[C:10]([OH:12])=O)[CH2:6][CH2:5][CH2:4]1)#[N:2].C(Cl)(=O)C(Cl)=O.O1CCCC1.[NH2:27][C:28]1[CH:29]=[CH:30][C:31]([CH3:50])=[C:32]([CH:49]=1)[O:33][C:34]1[CH:35]=[CH:36][C:37]2[N:38]([CH:40]=[C:41]([NH:43][C:44]([CH:46]3[CH2:48][CH2:47]3)=[O:45])[N:42]=2)[N:39]=1, predict the reaction product. The product is: [C:1]([C:3]1([C:7]2[CH:8]=[C:9]([CH:13]=[CH:14][CH:15]=2)[C:10]([NH:27][C:28]2[CH:29]=[CH:30][C:31]([CH3:50])=[C:32]([O:33][C:34]3[CH:35]=[CH:36][C:37]4[N:38]([CH:40]=[C:41]([NH:43][C:44]([CH:46]5[CH2:48][CH2:47]5)=[O:45])[N:42]=4)[N:39]=3)[CH:49]=2)=[O:12])[CH2:4][CH2:5][CH2:6]1)#[N:2]. (3) Given the reactants [F:1][C:2]1[CH:9]=[C:8]([CH3:10])[CH:7]=[CH:6][C:3]=1[C:4]#[N:5].N(C1(C#N)CCCCC1)=NC1(C#N)CCCCC1.C1C(=O)N([Br:36])C(=O)C1.[O-]S([O-])(=S)=O.[Na+].[Na+], predict the reaction product. The product is: [Br:36][CH2:10][C:8]1[CH:7]=[CH:6][C:3]([C:4]#[N:5])=[C:2]([F:1])[CH:9]=1. (4) Given the reactants [Cl-].[CH3:2][O:3][CH2:4][P+](C1C=CC=CC=1)(C1C=CC=CC=1)C1C=CC=CC=1.C[Si]([N-][Si](C)(C)C)(C)C.[K+].O=[C:35]1[CH:40]2[CH:38]3[CH:39]2[CH2:41][CH:36]1[CH:37]3[C:42]1[NH:50][C:49]2[C:48](=[O:51])[N:47]([CH2:52][CH2:53][CH3:54])[C:46](=[O:55])[N:45]([CH2:56][CH2:57][CH3:58])[C:44]=2[N:43]=1, predict the reaction product. The product is: [CH3:2][O:3][CH:4]=[C:35]1[CH:40]2[CH:38]3[CH:39]2[CH2:41][CH:36]1[CH:37]3[C:42]1[NH:50][C:49]2[C:48](=[O:51])[N:47]([CH2:52][CH2:53][CH3:54])[C:46](=[O:55])[N:45]([CH2:56][CH2:57][CH3:58])[C:44]=2[N:43]=1. (5) Given the reactants [C:1]([NH:4][NH2:5])(=[O:3])[CH3:2].[Br:6][C:7]1[CH:15]=[CH:14][C:10]([C:11](O)=O)=[C:9]([CH3:16])[CH:8]=1.O=P(Cl)(Cl)Cl.BrC1C=CC(C2OC(CN(C)C)=NN=2)=CC=1, predict the reaction product. The product is: [Br:6][C:7]1[CH:15]=[CH:14][C:10]([C:11]2[O:3][C:1]([CH3:2])=[N:4][N:5]=2)=[C:9]([CH3:16])[CH:8]=1. (6) The product is: [CH2:20]([O:27][C:28]1[CH:33]=[C:32]([F:34])[CH:31]=[CH:30][C:29]=1[C:7]1[CH:12]=[CH:11][C:10]([CH:13]=[O:14])=[CH:9][C:8]=1[CH:15]1[CH2:16][CH2:17]1)[C:21]1[CH:22]=[CH:23][CH:24]=[CH:25][CH:26]=1. Given the reactants FC(F)(F)S(O[C:7]1[CH:12]=[CH:11][C:10]([CH:13]=[O:14])=[CH:9][C:8]=1[CH:15]1[CH2:17][CH2:16]1)(=O)=O.[CH2:20]([O:27][C:28]1[CH:33]=[C:32]([F:34])[CH:31]=[CH:30][C:29]=1B(O)O)[C:21]1[CH:26]=[CH:25][CH:24]=[CH:23][CH:22]=1, predict the reaction product. (7) Given the reactants C(C1C=CC(Br)=CC=1O)C=C.ClC1C=C(C=CC=1)C(OO)=O.C(=O)([O-])[O-].[K+].[K+].[Br:29][C:30]1[C:35]2[CH2:36][CH:37]([CH2:39][OH:40])[O:38][C:34]=2[CH:33]=[CH:32][CH:31]=1.[C:41]1([CH3:51])[CH:46]=[CH:45][C:44]([S:47](Cl)(=[O:49])=[O:48])=[CH:43][CH:42]=1, predict the reaction product. The product is: [CH3:51][C:41]1[CH:46]=[CH:45][C:44]([S:47]([O:40][CH2:39][CH:37]2[CH2:36][C:35]3[C:30]([Br:29])=[CH:31][CH:32]=[CH:33][C:34]=3[O:38]2)(=[O:49])=[O:48])=[CH:43][CH:42]=1.